From a dataset of Forward reaction prediction with 1.9M reactions from USPTO patents (1976-2016). Predict the product of the given reaction. (1) Given the reactants C([O:8][C:9]1[CH:18]=[C:17]2[C:12]([C:13]([C:20]3[CH:25]=[CH:24][C:23]([Br:26])=[CH:22][C:21]=3[F:27])=[N:14][C:15]([NH2:19])=[N:16]2)=[CH:11][C:10]=1[O:28][CH3:29])C1C=CC=CC=1, predict the reaction product. The product is: [OH:8][C:9]1[CH:18]=[C:17]2[C:12]([C:13]([C:20]3[CH:25]=[CH:24][C:23]([Br:26])=[CH:22][C:21]=3[F:27])=[N:14][C:15]([NH2:19])=[N:16]2)=[CH:11][C:10]=1[O:28][CH3:29]. (2) Given the reactants [C:1]1([CH:7]2[N:21]3[C:22]4[C:14]([C:15]5[C:16]([O:23][CH2:24][CH2:25]Cl)=[CH:17][CH:18]=[CH:19][C:20]=53)=[CH:13][CH:12]=[CH:11][C:10]=4[O:9][CH2:8]2)[CH:6]=[CH:5][CH:4]=[CH:3][CH:2]=1.C(=O)([O-])[O-].[K+].[K+].[I-].[Na+].[CH3:35][NH:36][CH3:37].C1COCC1, predict the reaction product. The product is: [CH3:35][N:36]([CH3:37])[CH2:25][CH2:24][O:23][C:16]1[C:15]2[C:14]3[C:22]4=[C:10]([O:9][CH2:8][CH:7]([C:1]5[CH:6]=[CH:5][CH:4]=[CH:3][CH:2]=5)[N:21]4[C:20]=2[CH:19]=[CH:18][CH:17]=1)[CH:11]=[CH:12][CH:13]=3.